This data is from Forward reaction prediction with 1.9M reactions from USPTO patents (1976-2016). The task is: Predict the product of the given reaction. (1) Given the reactants [F:1][C:2]([F:12])([C:8]([F:11])([F:10])[F:9])[C:3](=O)[CH2:4][C:5]#[N:6].[C:13]1([CH3:21])[CH:18]=[CH:17][C:16]([NH:19][NH2:20])=[CH:15][CH:14]=1.ClCCl, predict the reaction product. The product is: [F:1][C:2]([F:12])([C:3]1[CH:4]=[C:5]([NH2:6])[N:19]([C:16]2[CH:17]=[CH:18][C:13]([CH3:21])=[CH:14][CH:15]=2)[N:20]=1)[C:8]([F:9])([F:11])[F:10]. (2) Given the reactants [C:1]([C:3]1[CH:15]=[C:14]2[C:6]([C:7]3[C:8](=[O:30])[C:9]4[CH:21]=[CH:20][C:19](OS(C(F)(F)F)(=O)=O)=[CH:18][C:10]=4[C:11]([CH3:17])([CH3:16])[C:12]=3[NH:13]2)=[CH:5][CH:4]=1)#[N:2].[CH3:31][N:32]1[CH:36]=[C:35](B2OC(C)(C)C(C)(C)O2)[CH:34]=[N:33]1, predict the reaction product. The product is: [CH3:16][C:11]1([CH3:17])[C:12]2[NH:13][C:14]3[C:6](=[CH:5][CH:4]=[C:3]([C:1]#[N:2])[CH:15]=3)[C:7]=2[C:8](=[O:30])[C:9]2[CH:21]=[CH:20][C:19]([C:35]3[CH:34]=[N:33][N:32]([CH3:31])[CH:36]=3)=[CH:18][C:10]1=2. (3) Given the reactants [NH2:1][C:2]1[S:3][CH:4]=[C:5]([CH3:12])[C:6]=1[C:7]([O:9][CH2:10][CH3:11])=[O:8].C([OH:15])C.[C:16](OCC)(=[O:23])[CH2:17][C:18]([O:20][CH2:21][CH3:22])=[O:19], predict the reaction product. The product is: [C:2]([NH2:1])(=[O:15])[CH2:6][C:7]([OH:9])=[O:8].[CH2:10]([O:9][C:7]([C:6]1[C:5]([CH3:12])=[CH:4][S:3][C:2]=1[NH:1][C:16](=[O:23])[CH2:17][C:18]([O:20][CH2:21][CH3:22])=[O:19])=[O:8])[CH3:11]. (4) Given the reactants Br[C:2]1[CH:7]=[CH:6][C:5]([S:8]([NH2:11])(=[O:10])=[O:9])=[CH:4][C:3]=1[F:12].C([O-])(=O)C.[K+].[Cl:18][C:19]1[CH:24]=[CH:23][C:22]([C:25]2[N:26]=[C:27]([C:30]([CH3:37])([CH3:36])[C:31]([CH:33]3[CH2:35][CH2:34]3)=[O:32])[S:28][CH:29]=2)=[CH:21][CH:20]=1, predict the reaction product. The product is: [Cl:18][C:19]1[CH:20]=[CH:21][C:22]([C:25]2[N:26]=[C:27]([C:30]([CH3:37])([CH3:36])[C:31]([CH:33]3[CH2:35][CH2:34]3)=[O:32])[S:28][C:29]=2[C:2]2[CH:7]=[CH:6][C:5]([S:8]([NH2:11])(=[O:10])=[O:9])=[CH:4][C:3]=2[F:12])=[CH:23][CH:24]=1. (5) Given the reactants [Br:1]Br.[CH2:3]([N:5]1[C:9]([C:10]2[CH:15]=[CH:14][N:13]=[C:12]([NH:16][C:17]3[CH:22]=[CH:21][C:20]([S:23](=[O:30])(=[O:29])[NH:24][CH2:25][CH2:26][O:27][CH3:28])=[CH:19][CH:18]=3)[N:11]=2)=[CH:8][N:7]=[C:6]1[CH3:31])[CH3:4], predict the reaction product. The product is: [Br:1][C:15]1[C:10]([C:9]2[N:5]([CH2:3][CH3:4])[C:6]([CH3:31])=[N:7][CH:8]=2)=[N:11][C:12]([NH:16][C:17]2[CH:18]=[CH:19][C:20]([S:23](=[O:30])(=[O:29])[NH:24][CH2:25][CH2:26][O:27][CH3:28])=[CH:21][CH:22]=2)=[N:13][CH:14]=1. (6) Given the reactants [CH:1]1([N:4]([CH2:11][C:12]2[CH:17]=[CH:16][CH:15]=[C:14](I)[CH:13]=2)[C:5]2[CH:10]=[CH:9][CH:8]=[CH:7][N:6]=2)[CH2:3][CH2:2]1.[CH:19]1([NH:22][C:23]2[C:32]3[C:27](=[CH:28][CH:29]=[C:30](B4OC(C)(C)C(C)(C)O4)[CH:31]=3)[N:26]=[CH:25][N:24]=2)[CH2:21][CH2:20]1.C(=O)([O-])[O-].[Na+].[Na+], predict the reaction product. The product is: [CH:19]1([NH:22][C:23]2[C:32]3[C:27](=[CH:28][CH:29]=[C:30]([C:14]4[CH:15]=[CH:16][CH:17]=[C:12]([CH2:11][N:4]([CH:1]5[CH2:3][CH2:2]5)[C:5]5[CH:10]=[CH:9][CH:8]=[CH:7][N:6]=5)[CH:13]=4)[CH:31]=3)[N:26]=[CH:25][N:24]=2)[CH2:21][CH2:20]1. (7) The product is: [F:21][CH2:22][CH:23]1[CH2:28][CH2:27][N:26]([C:29]([N:5]2[CH2:6][C:7]3[CH:12]=[C:11]([B:13]([OH:15])[OH:14])[CH:10]=[CH:9][C:8]=3[O:2][CH2:3][CH2:4]2)=[O:30])[CH2:25][CH2:24]1. Given the reactants Cl.[O:2]1[C:8]2[CH:9]=[CH:10][C:11]([B:13]([OH:15])[OH:14])=[CH:12][C:7]=2[CH2:6][NH:5][CH2:4][CH2:3]1.C(=O)(O)[O-].[Na+].[F:21][CH2:22][CH:23]1[CH2:28][CH2:27][N:26]([C:29](Cl)=[O:30])[CH2:25][CH2:24]1.C(OC(C)C)(=O)C, predict the reaction product. (8) Given the reactants [F:1][C:2]1[CH:7]=[CH:6][C:5]([C:8]2[O:9][C:10]3[CH:20]=[CH:19][C:18]([C:21]4[C:22]([CH3:32])=[CH:23][C:24]([O:30][CH3:31])=[C:25]([CH:29]=4)[C:26]([OH:28])=O)=[CH:17][C:11]=3[C:12]=2[C:13](=[O:16])[NH:14][CH3:15])=[CH:4][CH:3]=1.[N:33]1[CH:38]=[C:37]([C:39]2([NH2:42])[CH2:41][CH2:40]2)[CH:36]=[N:35][CH:34]=1.CCN=C=NCCCN(C)C.Cl.C1C=CC2N(O)N=NC=2C=1, predict the reaction product. The product is: [F:1][C:2]1[CH:7]=[CH:6][C:5]([C:8]2[O:9][C:10]3[CH:20]=[CH:19][C:18]([C:21]4[CH:29]=[C:25]([C:26](=[O:28])[NH:42][C:39]5([C:37]6[CH:38]=[N:33][CH:34]=[N:35][CH:36]=6)[CH2:41][CH2:40]5)[C:24]([O:30][CH3:31])=[CH:23][C:22]=4[CH3:32])=[CH:17][C:11]=3[C:12]=2[C:13]([NH:14][CH3:15])=[O:16])=[CH:4][CH:3]=1. (9) Given the reactants [CH3:1][C:2]1([CH3:20])[CH2:7][CH2:6][CH:5]([C:8]2[S:19][C:11]3[N:12]=[C:13]([CH3:18])[N:14]=[C:15]([C:16]#N)[C:10]=3[CH:9]=2)[CH2:4][CH2:3]1.Cl.[O:22]1CCO[CH2:24][CH2:23]1.CC[OH:30], predict the reaction product. The product is: [CH3:1][C:2]1([CH3:20])[CH2:3][CH2:4][CH:5]([C:8]2[S:19][C:11]3[N:12]=[C:13]([CH3:18])[N:14]=[C:15]([C:16]([O:22][CH2:23][CH3:24])=[O:30])[C:10]=3[CH:9]=2)[CH2:6][CH2:7]1. (10) Given the reactants [CH2:1]([O:4][C@@H:5]1[C@@H:9]([CH2:10][O:11][Si](C(C)(C)C)(C)C)[O:8][C@@H:7]([N:19]2[CH:26]=[C:25]([I:27])[C:23]([NH2:24])=[N:22][C:20]2=[O:21])[CH2:6]1)[CH:2]=[CH2:3].[F-].C([N+](CCCC)(CCCC)CCCC)CCC, predict the reaction product. The product is: [CH2:1]([O:4][C@@H:5]1[C@@H:9]([CH2:10][OH:11])[O:8][C@@H:7]([N:19]2[CH:26]=[C:25]([I:27])[C:23]([NH2:24])=[N:22][C:20]2=[O:21])[CH2:6]1)[CH:2]=[CH2:3].